Dataset: Reaction yield outcomes from USPTO patents with 853,638 reactions. Task: Predict the reaction yield, written as a fraction of the theoretical maximum amount of product (1.0 means a 100% yield; for example, 0.34 means a 34% yield). (1) The reactants are [F:1][C:2]1([F:33])[O:6][C:5]2[CH:7]=[CH:8][C:9]([C:11]3([C:14]([NH:16][C:17]4[N:22]=[C:21]([C:23]5[CH:24]=[N:25][C:26]([O:30]C)=[CH:27][C:28]=5[CH3:29])[CH:20]=[C:19]([CH3:32])[CH:18]=4)=[O:15])[CH2:13][CH2:12]3)=[CH:10][C:4]=2[O:3]1.Cl. The catalyst is O1CCOCC1. The product is [F:33][C:2]1([F:1])[O:6][C:5]2[CH:7]=[CH:8][C:9]([C:11]3([C:14]([NH:16][C:17]4[CH:18]=[C:19]([CH3:32])[CH:20]=[C:21]([C:23]5[C:28]([CH3:29])=[CH:27][C:26](=[O:30])[NH:25][CH:24]=5)[N:22]=4)=[O:15])[CH2:13][CH2:12]3)=[CH:10][C:4]=2[O:3]1. The yield is 0.190. (2) The reactants are [Cl:1][C:2]1[CH:3]=[C:4]([CH:13]=[CH:14][CH:15]=1)[O:5][C:6]1[CH:12]=[CH:11][C:9]([NH2:10])=[CH:8][CH:7]=1.[CH:16]1([CH:22]=O)[CH2:21][CH2:20][CH2:19][CH2:18][CH2:17]1.[O:24]1[CH:29]=[CH:28][CH2:27][CH2:26][CH2:25]1. The catalyst is CC#N. The product is [Cl:1][C:2]1[CH:3]=[C:4]([CH:13]=[CH:14][CH:15]=1)[O:5][C:6]1[CH:12]=[CH:11][C:9]2[NH:10][CH:22]([CH:16]3[CH2:17][CH2:18][CH2:19][CH2:20][CH2:21]3)[CH:26]3[CH2:27][CH2:28][CH2:29][O:24][CH:25]3[C:8]=2[CH:7]=1. The yield is 0.340. (3) The reactants are [NH2:1][C:2]1[C:3]([Cl:23])=[C:4]2[C:8](=[CH:9][C:10]=1[N+:11]([O-])=O)[C:7](=[O:14])[N:6]([CH:15]1[CH2:20][CH2:19][N:18]([CH3:21])[CH2:17][CH2:16]1)[C:5]2=[O:22].CC(O)C.Cl.CO. The catalyst is O1CCOCC1.[Pd]. The product is [NH2:1][C:2]1[C:3]([Cl:23])=[C:4]2[C:8](=[CH:9][C:10]=1[NH2:11])[C:7](=[O:14])[N:6]([CH:15]1[CH2:16][CH2:17][N:18]([CH3:21])[CH2:19][CH2:20]1)[C:5]2=[O:22]. The yield is 0.0600. (4) The reactants are O1CCCC1.[CH2:6]([C:10]1[CH:15]=[CH:14][C:13]([CH2:16][C:17](Cl)=[N:18][OH:19])=[CH:12][CH:11]=1)[CH2:7][CH2:8][CH3:9].[C:21]([C:23]1[C:24]([NH2:29])=[N:25][CH:26]=[CH:27][CH:28]=1)#[CH:22].C(N(CC)CC)C. The catalyst is O. The product is [CH2:6]([C:10]1[CH:15]=[CH:14][C:13]([CH2:16][C:17]2[CH:22]=[C:21]([C:23]3[C:24]([NH2:29])=[N:25][CH:26]=[CH:27][CH:28]=3)[O:19][N:18]=2)=[CH:12][CH:11]=1)[CH2:7][CH2:8][CH3:9]. The yield is 0.180. (5) The reactants are [CH3:1][C:2]([C:6]1[S:7][C:8]([C:11]2[CH:16]=[CH:15][CH:14]=[CH:13][CH:12]=2)=[CH:9][N:10]=1)([CH3:5])[CH2:3][NH2:4].[F:17][C:18]([F:34])([F:33])[C:19]1[O:23][N:22]=[C:21]([C:24]2[CH:25]=[C:26]([CH:30]=[CH:31][CH:32]=2)[C:27](O)=[O:28])[N:20]=1. No catalyst specified. The product is [CH3:5][C:2]([C:6]1[S:7][C:8]([C:11]2[CH:16]=[CH:15][CH:14]=[CH:13][CH:12]=2)=[CH:9][N:10]=1)([CH3:1])[CH2:3][NH:4][C:27](=[O:28])[C:26]1[CH:30]=[CH:31][CH:32]=[C:24]([C:21]2[N:20]=[C:19]([C:18]([F:34])([F:33])[F:17])[O:23][N:22]=2)[CH:25]=1. The yield is 0.170. (6) The reactants are [C:1]([O:5][C:6]([N:8]1[CH2:12][CH2:11][C:10](=[O:13])[CH2:9]1)=[O:7])([CH3:4])([CH3:3])[CH3:2].[C:14]([Mg]Br)#[CH:15]. The catalyst is O1CCCC1. The product is [C:1]([O:5][C:6]([N:8]1[CH2:12][CH2:11][C:10]([C:14]#[CH:15])([OH:13])[CH2:9]1)=[O:7])([CH3:4])([CH3:2])[CH3:3]. The yield is 0.440. (7) The reactants are [NH2:1][C:2]1[CH:12]=[C:11](Cl)[C:10]([C:14]([F:17])([F:16])[F:15])=[CH:9][C:3]=1[C:4]([O:6][CH2:7][CH3:8])=[O:5].[C:18]([O:22][C:23]([N:25]1[CH2:30][CH2:29][N:28]([CH2:31][B-](F)(F)F)[CH2:27][CH2:26]1)=[O:24])([CH3:21])([CH3:20])[CH3:19].[K+].CC(C1C=C(C(C)C)C(C2C=CC=CC=2P(C2CCCCC2)C2CCCCC2)=C(C(C)C)C=1)C.C(=O)([O-])[O-].[Cs+].[Cs+]. The catalyst is C1COCC1.O.C([O-])(=O)C.[Pd+2].C([O-])(=O)C. The product is [NH2:1][C:2]1[C:3]([C:4]([O:6][CH2:7][CH3:8])=[O:5])=[CH:9][C:10]([C:14]([F:17])([F:16])[F:15])=[C:11]([CH2:31][N:28]2[CH2:29][CH2:30][N:25]([C:23]([O:22][C:18]([CH3:21])([CH3:20])[CH3:19])=[O:24])[CH2:26][CH2:27]2)[CH:12]=1. The yield is 0.860.